Dataset: Reaction yield outcomes from USPTO patents with 853,638 reactions. Task: Predict the reaction yield, written as a fraction of the theoretical maximum amount of product (1.0 means a 100% yield; for example, 0.34 means a 34% yield). (1) The reactants are [Cl:1][C:2]1[CH:3]=[CH:4][C:5]([NH:18][CH2:19][CH:20]2[CH2:25][CH2:24][NH:23][CH2:22][CH2:21]2)=[C:6]([CH:17]=1)[C:7]([NH:9][C:10]1[CH:15]=[CH:14][C:13]([Cl:16])=[CH:12][N:11]=1)=[O:8].Br[CH2:27][C:28]([O:30][CH2:31][CH3:32])=[O:29].C(N(CC)CC)C. The catalyst is CN(C)C=O. The product is [Cl:1][C:2]1[CH:3]=[CH:4][C:5]([NH:18][CH2:19][CH:20]2[CH2:21][CH2:22][N:23]([CH2:27][C:28]([O:30][CH2:31][CH3:32])=[O:29])[CH2:24][CH2:25]2)=[C:6]([CH:17]=1)[C:7]([NH:9][C:10]1[CH:15]=[CH:14][C:13]([Cl:16])=[CH:12][N:11]=1)=[O:8]. The yield is 0.510. (2) The reactants are [CH2:1]([C:3]1[N:4]=[C:5]([C:8]2[CH:33]=[CH:32][C:11]([O:12][CH2:13][CH2:14][CH2:15][O:16][C:17]3[CH:18]=[C:19]4[C:23](=[CH:24][CH:25]=3)[C@H:22]([CH2:26][C:27]([O:29]CC)=[O:28])[CH2:21][CH2:20]4)=[C:10]([O:34][CH3:35])[CH:9]=2)[O:6][CH:7]=1)[CH3:2].[Li+].[OH-]. The catalyst is C1COCC1.O.CCO. The product is [CH2:1]([C:3]1[N:4]=[C:5]([C:8]2[CH:33]=[CH:32][C:11]([O:12][CH2:13][CH2:14][CH2:15][O:16][C:17]3[CH:18]=[C:19]4[C:23](=[CH:24][CH:25]=3)[C@H:22]([CH2:26][C:27]([OH:29])=[O:28])[CH2:21][CH2:20]4)=[C:10]([O:34][CH3:35])[CH:9]=2)[O:6][CH:7]=1)[CH3:2]. The yield is 0.770. (3) The reactants are [C:1]1([CH3:13])[CH:6]=[CH:5][C:4]([C:7]2([C:10]([OH:12])=[O:11])[CH2:9][CH2:8]2)=[CH:3][CH:2]=1.O.[C:15]1(C)C=CC(S(O)(=O)=O)=CC=1. The catalyst is CO. The product is [C:1]1([CH3:13])[CH:2]=[CH:3][C:4]([C:7]2([C:10]([O:12][CH3:15])=[O:11])[CH2:9][CH2:8]2)=[CH:5][CH:6]=1. The yield is 0.970. (4) The reactants are [CH2:1]([O:3][C:4]1[CH:5]=[C:6]([C:20]2[CH:25]=[CH:24][C:23]([CH2:26][C:27]([NH:29][C:30]3[CH:35]=[CH:34][C:33]([CH2:36][C:37]([CH3:44])([CH3:43])[C:38](OCC)=[O:39])=[C:32]([C:45]([F:48])([F:47])[F:46])[CH:31]=3)=[O:28])=[C:22]([F:49])[CH:21]=2)[CH:7]=[N:8][C:9]=1[O:10][CH2:11][C:12]1[CH:17]=[CH:16][C:15]([O:18][CH3:19])=[CH:14][CH:13]=1)[CH3:2].[H-].[H-].[H-].[H-].[Li+].[Al+3]. The catalyst is C1COCC1. The product is [CH2:1]([O:3][C:4]1[CH:5]=[C:6]([C:20]2[CH:25]=[CH:24][C:23]([CH2:26][C:27]([NH:29][C:30]3[CH:35]=[CH:34][C:33]([CH2:36][C:37]([CH3:44])([CH3:43])[CH2:38][OH:39])=[C:32]([C:45]([F:46])([F:48])[F:47])[CH:31]=3)=[O:28])=[C:22]([F:49])[CH:21]=2)[CH:7]=[N:8][C:9]=1[O:10][CH2:11][C:12]1[CH:13]=[CH:14][C:15]([O:18][CH3:19])=[CH:16][CH:17]=1)[CH3:2]. The yield is 0.820. (5) The reactants are [CH2:1]1[C:10]2[C:5](=[CH:6][C:7]([C:11]#[N:12])=[CH:8][CH:9]=2)[CH2:4][CH2:3][C:2]21OCC[O:13]2.C(O)(C(F)(F)F)=O.C(Cl)Cl.O. The catalyst is C1(C)C=CC=CC=1. The product is [C:11]([C:7]1[CH:6]=[C:5]2[C:10](=[CH:9][CH:8]=1)[CH2:1][C:2](=[O:13])[CH2:3][CH2:4]2)#[N:12]. The yield is 1.00. (6) The reactants are [CH3:1][O:2][C:3]1[CH:8]=[C:7]([N:9]2[CH2:14][CH2:13][N:12]([CH3:15])[CH2:11][CH2:10]2)[CH:6]=[CH:5][C:4]=1[NH:16][C:17]1[N:26]=[C:25]([O:27][C:28]2[CH:33]=[CH:32][CH:31]=[C:30]([N+:34]([O-])=O)[CH:29]=2)[C:24]2[C:19](=[CH:20][CH:21]=[CH:22][CH:23]=2)[N:18]=1. The catalyst is C(O)C.[Pd]. The product is [NH2:34][C:30]1[CH:29]=[C:28]([CH:33]=[CH:32][CH:31]=1)[O:27][C:25]1[C:24]2[C:19](=[CH:20][CH:21]=[CH:22][CH:23]=2)[N:18]=[C:17]([NH:16][C:4]2[CH:5]=[CH:6][C:7]([N:9]3[CH2:10][CH2:11][N:12]([CH3:15])[CH2:13][CH2:14]3)=[CH:8][C:3]=2[O:2][CH3:1])[N:26]=1. The yield is 0.427.